This data is from Forward reaction prediction with 1.9M reactions from USPTO patents (1976-2016). The task is: Predict the product of the given reaction. (1) Given the reactants [CH:1]([C:3]1[NH:7][C:6]([CH3:8])=[C:5]([CH2:9][CH2:10][C:11]([OH:13])=[O:12])[C:4]=1[CH3:14])=O.[NH:15]1[C:23]2[C:18](=[CH:19][CH:20]=[CH:21][CH:22]=2)[CH2:17][C:16]1=[O:24].[OH-].[Na+], predict the reaction product. The product is: [CH3:8][C:6]1[NH:7][C:3]([CH:1]=[C:17]2[C:18]3[C:23](=[CH:22][CH:21]=[CH:20][CH:19]=3)[NH:15][C:16]2=[O:24])=[C:4]([CH3:14])[C:5]=1[CH2:9][CH2:10][C:11]([OH:13])=[O:12]. (2) Given the reactants [F:1][C:2]1[CH:7]=[CH:6][C:5]([N:8]2[C:11](=[O:12])[C@H:10]([S:13][CH2:14][C:15]([C:17]3[CH:22]=[CH:21][C:20]([O:23][CH3:24])=[CH:19][CH:18]=3)=[O:16])[C@H:9]2[C:25]2[CH:39]=[CH:38][C:28]([O:29][CH2:30][C:31]([NH:33][CH2:34][C:35](O)=[O:36])=[O:32])=[CH:27][CH:26]=2)=[CH:4][CH:3]=1.Cl.C(OC([NH:48][CH2:49][CH2:50][CH2:51][CH2:52][C@H:53]([C:55]([O:57]C(C)(C)C)=[O:56])[NH2:54])=O)(C)(C)C.CN1CCOCC1.CN(C(ON1N=NC2C=CC=CC1=2)=[N+](C)C)C.[B-](F)(F)(F)F.FC(F)(F)C(O)=O.[BH4-].[Na+], predict the reaction product. The product is: [F:1][C:2]1[CH:3]=[CH:4][C:5]([N:8]2[C:11](=[O:12])[C@H:10]([S:13][CH2:14][CH:15]([OH:16])[C:17]3[CH:18]=[CH:19][C:20]([O:23][CH3:24])=[CH:21][CH:22]=3)[C@H:9]2[C:25]2[CH:26]=[CH:27][C:28]([O:29][CH2:30][C:31]([NH:33][CH2:34][C:35]([NH:54][C@@H:53]([C:55]([OH:57])=[O:56])[CH2:52][CH2:51][CH2:50][CH2:49][NH2:48])=[O:36])=[O:32])=[CH:38][CH:39]=2)=[CH:6][CH:7]=1. (3) Given the reactants [F:1][CH:2]([F:25])[N:3]1[CH:7]=[C:6]([C:8]2[CH2:12][CH2:11][C@:10]([C:17]3[CH:22]=[CH:21][CH:20]=[C:19]([F:23])[C:18]=3[CH3:24])([C:13]([O:15][CH3:16])=[O:14])[CH:9]=2)[CH:5]=[N:4]1.C([O-])=O.[NH4+], predict the reaction product. The product is: [F:25][CH:2]([F:1])[N:3]1[CH:7]=[C:6]([CH:8]2[CH2:12][CH2:11][C@:10]([C:17]3[CH:22]=[CH:21][CH:20]=[C:19]([F:23])[C:18]=3[CH3:24])([C:13]([O:15][CH3:16])=[O:14])[CH2:9]2)[CH:5]=[N:4]1. (4) Given the reactants Br[C:2]1[CH:12]=[CH:11][C:5]([C:6]([O:8][CH2:9][CH3:10])=[O:7])=[CH:4][C:3]=1[CH2:13][O:14][CH2:15][CH3:16].[CH3:17][C:18]1[C:19]([N:24]([S:28]([C:31]2[CH:36]=[CH:35][CH:34]=[CH:33][C:32]=2B(O)O)(=[O:30])=[O:29])[CH2:25][O:26][CH3:27])=[N:20][O:21][C:22]=1[CH3:23], predict the reaction product. The product is: [CH3:17][C:18]1[C:19]([N:24]([CH2:25][O:26][CH3:27])[S:28]([C:31]2[C:36]([C:2]3[CH:12]=[CH:11][C:5]([C:6]([O:8][CH2:9][CH3:10])=[O:7])=[CH:4][C:3]=3[CH2:13][O:14][CH2:15][CH3:16])=[CH:35][CH:34]=[CH:33][CH:32]=2)(=[O:29])=[O:30])=[N:20][O:21][C:22]=1[CH3:23]. (5) Given the reactants [F:1][C:2]([P:8]([C:11]([F:17])([F:16])[C:12]([F:15])([F:14])[F:13])(=O)[OH:9])([F:7])[C:3]([F:6])([F:5])[F:4].P(Cl)(Cl)(Cl)(Cl)[Cl:19], predict the reaction product. The product is: [F:1][C:2]([P:8]([Cl:19])([C:11]([F:17])([F:16])[C:12]([F:15])([F:14])[F:13])=[O:9])([F:7])[C:3]([F:6])([F:5])[F:4]. (6) Given the reactants [O:1]1[C:10]2[CH:9]=[C:8]([CH2:11][NH:12][C@H:13]3[CH2:18][CH2:17][N:16]([C:19]([O:21][CH2:22][C:23]4[CH:28]=[CH:27][CH:26]=[CH:25][CH:24]=4)=[O:20])[CH2:15][C@H:14]3[OH:29])[N:7]=[CH:6][C:5]=2[O:4][CH2:3][CH2:2]1.C(=O)(O)[O-].[Na+].[C:35](O[C:35]([O:37][C:38]([CH3:41])([CH3:40])[CH3:39])=[O:36])([O:37][C:38]([CH3:41])([CH3:40])[CH3:39])=[O:36], predict the reaction product. The product is: [O:1]1[C:10]2[CH:9]=[C:8]([CH2:11][N:12]([C:35]([O:37][C:38]([CH3:41])([CH3:40])[CH3:39])=[O:36])[C@H:13]3[CH2:18][CH2:17][N:16]([C:19]([O:21][CH2:22][C:23]4[CH:28]=[CH:27][CH:26]=[CH:25][CH:24]=4)=[O:20])[CH2:15][C@H:14]3[OH:29])[N:7]=[CH:6][C:5]=2[O:4][CH2:3][CH2:2]1. (7) Given the reactants Cl.[NH2:2][CH2:3][C:4]1[CH:13]=[CH:12][C:7]([C:8]([O:10][CH3:11])=[O:9])=[CH:6][CH:5]=1.[CH2:14]([C:18]1[CH:23]=[CH:22][C:21]([C:24]#[C:25][C:26]2[CH:33]=[CH:32][C:29]([CH:30]=O)=[CH:28][CH:27]=2)=[CH:20][CH:19]=1)[CH2:15][CH2:16][CH3:17], predict the reaction product. The product is: [CH2:14]([C:18]1[CH:23]=[CH:22][C:21]([C:24]#[C:25][C:26]2[CH:33]=[CH:32][C:29]([CH2:30][NH:2][CH2:3][C:4]3[CH:5]=[CH:6][C:7]([C:8]([O:10][CH3:11])=[O:9])=[CH:12][CH:13]=3)=[CH:28][CH:27]=2)=[CH:20][CH:19]=1)[CH2:15][CH2:16][CH3:17].